Dataset: Full USPTO retrosynthesis dataset with 1.9M reactions from patents (1976-2016). Task: Predict the reactants needed to synthesize the given product. (1) Given the product [OH:8][CH:5]1[CH2:6][CH2:7][CH:2]([N:1]2[C:9](=[O:10])[C:17]3[C:12](=[CH:13][CH:14]=[CH:15][CH:16]=3)[C:11]2=[O:18])[CH2:3][CH2:4]1, predict the reactants needed to synthesize it. The reactants are: [NH2:1][CH:2]1[CH2:7][CH2:6][CH:5]([OH:8])[CH2:4][CH2:3]1.[C:9]1(=O)[C:17]2[C:12](=[CH:13][CH:14]=[CH:15][CH:16]=2)[C:11](=[O:18])[O:10]1. (2) Given the product [F:16][C:15]1[CH:14]=[C:13]([C:17]([OH:20])([CH3:18])[CH3:19])[CH:12]=[C:11]([F:21])[C:10]=1[C:4]1[S:3][C:2]([NH:1][C:23]2[CH:24]=[CH:25][C:26]([C:30]([OH:33])([CH3:32])[CH3:31])=[C:27]([F:29])[N:28]=2)=[C:6]([C:7]([NH2:9])=[O:8])[CH:5]=1, predict the reactants needed to synthesize it. The reactants are: [NH2:1][C:2]1[S:3][C:4]([C:10]2[C:15]([F:16])=[CH:14][C:13]([C:17]([OH:20])([CH3:19])[CH3:18])=[CH:12][C:11]=2[F:21])=[CH:5][C:6]=1[C:7]([NH2:9])=[O:8].Cl[C:23]1[N:28]=[C:27]([F:29])[C:26]([C:30]([OH:33])([CH3:32])[CH3:31])=[CH:25][CH:24]=1. (3) Given the product [Br:39][C:40]1[C:49]([CH3:50])=[CH:48][C:43]([C:44]2[N:45]=[C:25]([C:24]([OH:23])([CH3:29])[CH3:28])[O:26][N:46]=2)=[CH:42][C:41]=1[CH3:51], predict the reactants needed to synthesize it. The reactants are: F[B-](F)(F)F.N1(OC(N(C)C)=[N+](C)C)C2C=CC=CC=2N=N1.[OH:23][C:24]([CH3:29])([CH3:28])[C:25](O)=[O:26].C(N(CC)C(C)C)(C)C.[Br:39][C:40]1[C:49]([CH3:50])=[CH:48][C:43]([C:44]([NH:46]O)=[NH:45])=[CH:42][C:41]=1[CH3:51]. (4) Given the product [Cl:20][C:5]1[C:6]([C:7](=[O:8])[NH:9][CH2:10][CH2:11][CH2:12][N:13]2[CH2:17][CH2:16][CH2:15][C:14]2=[O:18])=[CH:19][C:2]([NH:1][C:81]([C:79]2[N:80]=[C:76]([CH:73]3[CH2:75][CH2:74]3)[O:77][CH:78]=2)=[O:82])=[C:3]([N:21]2[CH2:22][CH2:23][N:24]([C:27]3[CH:32]=[C:31]([CH3:33])[CH:30]=[CH:29][C:28]=3[CH3:34])[CH2:25][CH2:26]2)[CH:4]=1, predict the reactants needed to synthesize it. The reactants are: [NH2:1][C:2]1[C:3]([N:21]2[CH2:26][CH2:25][N:24]([C:27]3[CH:32]=[C:31]([CH3:33])[CH:30]=[CH:29][C:28]=3[CH3:34])[CH2:23][CH2:22]2)=[CH:4][C:5]([Cl:20])=[C:6]([CH:19]=1)[C:7]([NH:9][CH2:10][CH2:11][CH2:12][N:13]1[CH2:17][CH2:16][CH2:15][C:14]1=[O:18])=[O:8].CN(C)C=O.CN(C(ON1N=NC2C=CC=NC1=2)=[N+](C)C)C.F[P-](F)(F)(F)(F)F.C(N(CC)C(C)C)(C)C.[CH:73]1([C:76]2[O:77][CH:78]=[C:79]([C:81](O)=[O:82])[N:80]=2)[CH2:75][CH2:74]1. (5) The reactants are: C[O:2][C:3]1[C:4]([CH2:13][CH2:14][CH3:15])=[C:5]([CH:10]=[CH:11][CH:12]=1)[CH2:6][N:7]([CH3:9])[CH3:8].[BrH:16].C(O)(=O)C. Given the product [BrH:16].[CH3:9][N:7]([CH2:6][C:5]1[C:4]([CH2:13][CH2:14][CH3:15])=[C:3]([OH:2])[CH:12]=[CH:11][CH:10]=1)[CH3:8], predict the reactants needed to synthesize it. (6) The reactants are: [OH-].[Na+].[F:3][C:4]([F:33])([F:32])[C:5]1[CH:6]=[C:7]([CH:29]=[CH:30][CH:31]=1)[CH2:8][C:9]1[S:10][C:11]2[C:17]([C:18]3[CH:19]=[C:20]([CH:26]=[CH:27][CH:28]=3)[C:21](OCC)=[O:22])=[CH:16][CH:15]=[CH:14][C:12]=2[CH:13]=1.Cl.[NH2:35][CH2:36][CH2:37][C:38]#[N:39].CCN=C=NCCCN(C)C.C1C=CC2N(O)N=NC=2C=1. Given the product [C:36]([CH2:37][CH2:38][NH:39][C:21](=[O:22])[C:20]1[CH:26]=[CH:27][CH:28]=[C:18]([C:17]2[C:11]3[S:10][C:9]([CH2:8][C:7]4[CH:29]=[CH:30][CH:31]=[C:5]([C:4]([F:3])([F:33])[F:32])[CH:6]=4)=[CH:13][C:12]=3[CH:14]=[CH:15][CH:16]=2)[CH:19]=1)#[N:35], predict the reactants needed to synthesize it. (7) Given the product [NH2:2][C:3]1[N:8]=[C:7]([S:9][CH2:10][C:11]2[CH:16]=[CH:15][CH:14]=[C:13]([CH2:17][N:18]3[CH2:19][CH2:20][N:21]([C:36](=[O:43])[C:37]4[CH:42]=[CH:41][CH:40]=[CH:39][CH:38]=4)[CH2:22][CH2:23]3)[N:12]=2)[N:6]=[C:5]([C:24]2[CH:29]=[CH:28][C:27]([NH:30][C:31](=[O:33])[CH3:32])=[CH:26][CH:25]=2)[C:4]=1[C:34]#[N:35], predict the reactants needed to synthesize it. The reactants are: Cl.[NH2:2][C:3]1[N:8]=[C:7]([S:9][CH2:10][C:11]2[CH:16]=[CH:15][CH:14]=[C:13]([CH2:17][N:18]3[CH2:23][CH2:22][NH:21][CH2:20][CH2:19]3)[N:12]=2)[N:6]=[C:5]([C:24]2[CH:29]=[CH:28][C:27]([NH:30][C:31](=[O:33])[CH3:32])=[CH:26][CH:25]=2)[C:4]=1[C:34]#[N:35].[C:36](O)(=[O:43])[C:37]1[CH:42]=[CH:41][CH:40]=[CH:39][CH:38]=1.C1C=CC2N(O)N=NC=2C=1.CCN=C=NCCCN(C)C. (8) Given the product [Cl:28][C:27]1[C:22]([N:4]2[CH2:5][CH2:6][CH2:7][N:1]([C:8]3[O:9][C:10]4[CH:16]=[CH:15][C:14]([C:17]([F:20])([F:18])[F:19])=[CH:13][C:11]=4[N:12]=3)[CH2:2][CH2:3]2)=[N:23][CH:24]=[C:25]([C:29]([F:31])([F:30])[F:32])[CH:26]=1, predict the reactants needed to synthesize it. The reactants are: [N:1]1([C:8]2[O:9][C:10]3[CH:16]=[CH:15][C:14]([C:17]([F:20])([F:19])[F:18])=[CH:13][C:11]=3[N:12]=2)[CH2:7][CH2:6][CH2:5][NH:4][CH2:3][CH2:2]1.Cl[C:22]1[C:27]([Cl:28])=[CH:26][C:25]([C:29]([F:32])([F:31])[F:30])=[CH:24][N:23]=1.C(N(CC)C(C)C)(C)C.